This data is from Catalyst prediction with 721,799 reactions and 888 catalyst types from USPTO. The task is: Predict which catalyst facilitates the given reaction. (1) The catalyst class is: 250. Product: [F:47][C:2]([F:1])([F:46])[C@H:3]1[CH2:8][CH2:7][C@H:6]([NH:9][C:10]([C:12]2[C:38]([N:39]([CH3:45])[CH:40]3[CH2:44][CH2:43][S:42](=[O:56])[CH2:41]3)=[CH:37][C:15]3[N:16]([CH3:36])[C:17]([NH:19][C:20]4[C:25]([Cl:26])=[CH:24][CH:23]=[C:22]([CH2:27][NH:28][C:29](=[O:34])[C:30]([CH3:33])([CH3:31])[CH3:32])[C:21]=4[Cl:35])=[N:18][C:14]=3[CH:13]=2)=[O:11])[CH2:5][CH2:4]1. Reactant: [F:1][C:2]([F:47])([F:46])[C@H:3]1[CH2:8][CH2:7][C@H:6]([NH:9][C:10]([C:12]2[C:38]([N:39]([CH3:45])[CH:40]3[CH2:44][CH2:43][S:42][CH2:41]3)=[CH:37][C:15]3[N:16]([CH3:36])[C:17]([NH:19][C:20]4[C:25]([Cl:26])=[CH:24][CH:23]=[C:22]([CH2:27][NH:28][C:29](=[O:34])[C:30]([CH3:33])([CH3:32])[CH3:31])[C:21]=4[Cl:35])=[N:18][C:14]=3[CH:13]=2)=[O:11])[CH2:5][CH2:4]1.C1C=C(Cl)C=C(C(OO)=[O:56])C=1.C(Cl)Cl.C(O)(=O)C. (2) Reactant: [C:1]([CH:5]1[CH2:14][CH2:13][C:12]2[N:11]=[C:10]3[S:15][C:16]([NH2:18])=[CH:17][C:9]3=[CH:8][C:7]=2[CH2:6]1)([CH3:4])([CH3:3])[CH3:2].C(N(CC)CC)C.[C:26](Cl)(=[O:28])[CH3:27]. Product: [C:1]([CH:5]1[CH2:14][CH2:13][C:12]2[N:11]=[C:10]3[S:15][C:16]([NH:18][C:26](=[O:28])[CH3:27])=[CH:17][C:9]3=[CH:8][C:7]=2[CH2:6]1)([CH3:4])([CH3:2])[CH3:3]. The catalyst class is: 2. (3) Reactant: [CH3:1][C@H:2]1[CH2:6][CH2:5][CH2:4][N:3]1[C:7]1[C:8](=[O:21])[NH:9][CH:10]2[CH:15]([N:16]=1)[CH:14]=[C:13]([C:17]([O:19][CH3:20])=[O:18])[CH:12]=[CH:11]2.N1C=CC=CC=1.[O:28](S(C(F)(F)F)(=O)=O)[S:29]([C:32]([F:35])([F:34])[F:33])(=O)=[O:30]. Product: [CH3:1][C@H:2]1[CH2:6][CH2:5][CH2:4][N:3]1[C:7]1[C:8]([O:21][S:29]([C:32]([F:35])([F:34])[F:33])(=[O:30])=[O:28])=[N:9][C:10]2[C:15]([N:16]=1)=[CH:14][C:13]([C:17]([O:19][CH3:20])=[O:18])=[CH:12][CH:11]=2. The catalyst class is: 4. (4) Reactant: Br[CH2:2][C:3]1[CH:8]=[C:7]([C:9]([O:11]C)=[O:10])[CH:6]=[CH:5][C:4]=1[C:13]1[CH:18]=[C:17]([O:19][CH3:20])[CH:16]=[CH:15][C:14]=1[F:21].[CH3:22][C:23]([O-:26])([CH3:25])[CH3:24].[Na+].Cl. Product: [CH3:22][C:23]([O:26][CH2:2][C:3]1[CH:8]=[C:7]([C:9]([OH:11])=[O:10])[CH:6]=[CH:5][C:4]=1[C:13]1[CH:18]=[C:17]([O:19][CH3:20])[CH:16]=[CH:15][C:14]=1[F:21])([CH3:25])[CH3:24]. The catalyst class is: 3. (5) The catalyst class is: 16. Product: [CH:25]1([NH:24][C:2]2[CH:9]=[C:8]([N:10]3[C:18]4[CH2:17][C:16]([CH3:20])([CH3:19])[CH2:15][C:14](=[O:21])[C:13]=4[C:12]([CH2:22][CH3:30])=[N:11]3)[CH:7]=[C:6]([F:23])[C:3]=2[C:4]#[N:5])[CH2:29][CH2:28][CH2:27][CH2:26]1. Reactant: F[C:2]1[CH:9]=[C:8]([N:10]2[C:18]3[CH2:17][C:16]([CH3:20])([CH3:19])[CH2:15][C:14](=[O:21])[C:13]=3[C:12]([CH3:22])=[N:11]2)[CH:7]=[C:6]([F:23])[C:3]=1[C:4]#[N:5].[NH2:24][CH:25]1[CH2:29][CH2:28][CH2:27][CH2:26]1.[CH:30](N(C(C)C)CC)(C)C.